From a dataset of Catalyst prediction with 721,799 reactions and 888 catalyst types from USPTO. Predict which catalyst facilitates the given reaction. (1) Reactant: [OH-].[Na+].Cl[C:4]1[C:9]([F:10])=[C:8](Cl)[C:7]([F:12])=[C:6](Cl)[C:5]=1[F:14]. Product: [F:10][C:9]1[CH:4]=[C:5]([F:14])[CH:6]=[C:7]([F:12])[CH:8]=1. The catalyst class is: 386. (2) Reactant: [I:1][C:2]1[CH:3]=[CH:4][C:5]([O:10][CH3:11])=[C:6]([CH:9]=1)[CH:7]=[O:8].[CH2:12](O)[CH2:13][OH:14].C1(C)C=CC(S(O)(=O)=O)=CC=1. Product: [I:1][C:2]1[CH:3]=[CH:4][C:5]([O:10][CH3:11])=[C:6]([CH:7]2[O:14][CH2:13][CH2:12][O:8]2)[CH:9]=1. The catalyst class is: 11. (3) Reactant: [N:1]([CH:4]1[CH2:10][CH:9]([C:11]2[CH:16]=[CH:15][CH:14]=[CH:13][CH:12]=2)[CH2:8][CH2:7][N:6]([CH2:17][CH:18]2[CH2:20][CH2:19]2)[C:5]1=[O:21])=[N+]=[N-]. Product: [NH2:1][CH:4]1[CH2:10][CH:9]([C:11]2[CH:16]=[CH:15][CH:14]=[CH:13][CH:12]=2)[CH2:8][CH2:7][N:6]([CH2:17][CH:18]2[CH2:20][CH2:19]2)[C:5]1=[O:21]. The catalyst class is: 43. (4) Reactant: CC[C@H:40]1[C@H:39]2[CH2:38][C@H:37]([C@H:36](OC3C4C(=CC=CC=4)C(O[C@H:36]([C:47]4C=CN=[C:53]5[C:48]=4C=C(OC)[CH:51]=[CH:52]5)[C@@H:37]4[N:42]5[CH2:43][C@H:44](CC)[C@@H:39]([CH2:40][CH2:41]5)[CH2:38]4)=NN=3)[C:47]3C=CN=C4[C:48]=3[CH:53]=[C:52](OC)[CH:51]=C4)[N:42]([CH2:43][CH2:44]2)[CH2:41]1.CS(N)(=O)=[O:61].C(N1CC=C(C)CC1)C1C=CC=CC=1.[OH2:78]. Product: [CH2:37]([N:42]1[CH2:41][CH2:40][C@:39]([CH3:38])([OH:78])[C@H:44]([OH:61])[CH2:43]1)[C:36]1[CH:47]=[CH:48][CH:53]=[CH:52][CH:51]=1. The catalyst class is: 107. (5) Reactant: [Cl:1][C:2]1[CH:3]=[C:4]2[C:9](=[CH:10][CH:11]=1)[NH:8][CH:7]([C:12]1[CH:13]=[C:14]([NH2:18])[CH:15]=[CH:16][CH:17]=1)[CH2:6][C:5]2([CH3:20])[CH3:19].[C:21]1([S:27](Cl)(=[O:29])=[O:28])[CH:26]=[CH:25][CH:24]=[CH:23][CH:22]=1. Product: [Cl:1][C:2]1[CH:3]=[C:4]2[C:9](=[CH:10][CH:11]=1)[NH:8][CH:7]([C:12]1[CH:13]=[C:14]([NH:18][S:27]([C:21]3[CH:26]=[CH:25][CH:24]=[CH:23][CH:22]=3)(=[O:29])=[O:28])[CH:15]=[CH:16][CH:17]=1)[CH2:6][C:5]2([CH3:20])[CH3:19]. The catalyst class is: 17.